This data is from Catalyst prediction with 721,799 reactions and 888 catalyst types from USPTO. The task is: Predict which catalyst facilitates the given reaction. (1) Reactant: [N+:1]([C:4]1[CH:9]=[CH:8][C:7]([N:10]2[CH2:15][CH2:14][C:13](=[O:16])[CH2:12][CH2:11]2)=[CH:6][CH:5]=1)([O-])=O.C(Cl)[Cl:18]. Product: [ClH:18].[NH2:1][C:4]1[CH:9]=[CH:8][C:7]([N:10]2[CH2:11][CH2:12][C:13](=[O:16])[CH2:14][CH2:15]2)=[CH:6][CH:5]=1. The catalyst class is: 45. (2) Reactant: [CH3:1][O:2][C:3](=[O:25])[CH2:4][C@@H:5]([NH:17]C(OC(C)(C)C)=O)[CH2:6][S:7][CH2:8][C:9]1[CH:14]=[CH:13][C:12]([O:15][CH3:16])=[CH:11][CH:10]=1.Cl.O1CCOCC1. Product: [CH3:1][O:2][C:3](=[O:25])[CH2:4][C@@H:5]([NH2:17])[CH2:6][S:7][CH2:8][C:9]1[CH:10]=[CH:11][C:12]([O:15][CH3:16])=[CH:13][CH:14]=1. The catalyst class is: 4.